This data is from Forward reaction prediction with 1.9M reactions from USPTO patents (1976-2016). The task is: Predict the product of the given reaction. (1) Given the reactants C[O-].[Na+].[F:4][C:5]1[CH:10]=[CH:9][C:8]([C:11]2[O:12][C:13]3[CH:23]=[CH:22][C:21]([C:24]4[CH:25]=[C:26]([CH:31]=[CH:32][CH:33]=4)[C:27](OC)=[O:28])=[CH:20][C:14]=3[C:15]=2[C:16](=[O:19])[NH:17][CH3:18])=[CH:7][CH:6]=1.O/[N:35]=[C:36](\[NH2:43])/[C:37]1[CH:42]=[CH:41][CH:40]=[CH:39][CH:38]=1, predict the reaction product. The product is: [F:4][C:5]1[CH:6]=[CH:7][C:8]([C:11]2[O:12][C:13]3[CH:23]=[CH:22][C:21]([C:24]4[CH:33]=[CH:32][CH:31]=[C:26]([C:27]5[O:28][N:43]=[C:36]([C:37]6[CH:42]=[CH:41][CH:40]=[CH:39][CH:38]=6)[N:35]=5)[CH:25]=4)=[CH:20][C:14]=3[C:15]=2[C:16]([NH:17][CH3:18])=[O:19])=[CH:9][CH:10]=1. (2) Given the reactants [Cl:1][C:2]1[N:7]=[CH:6][C:5]([C:8]([N:10]2[CH2:16][CH2:15][CH2:14][N:13]([CH:17]3[CH2:20][CH2:19][CH2:18]3)[CH2:12][CH2:11]2)=[O:9])=[CH:4][CH:3]=1.C(O)(=O)[C@@H]([C@H](C(O)=O)O)O.C(OC(C)=O)(C)C.[OH-].[Na+], predict the reaction product. The product is: [Cl:1][C:2]1[N:7]=[CH:6][C:5]([C:8]([N:10]2[CH2:16][CH2:15][CH2:14][N:13]([CH:17]3[CH2:20][CH2:19][CH2:18]3)[CH2:12][CH2:11]2)=[O:9])=[CH:4][CH:3]=1. (3) The product is: [I:24][C:5]1[CH:7]=[CH:8][C:2]([CH3:1])=[C:3]([N+:9]([O-:11])=[O:10])[CH:4]=1. Given the reactants [CH3:1][C:2]1[CH:8]=[CH:7][C:5](N)=[CH:4][C:3]=1[N+:9]([O-:11])=[O:10].S(=O)(=O)(O)O.[Cl-].[Na+].N([O-])=O.[Na+].[Na+].[I-:24], predict the reaction product. (4) Given the reactants [CH2:1]([O:3][C:4]1[CH:5]=[C:6]([C:13]([O:21]C)(OC)[CH2:14][CH2:15][C:16]([O-:18])=O)[CH:7]=[CH:8][C:9]=1[O:10][CH2:11][CH3:12])[CH3:2].[K+].ClC1C=C(Cl)C=C(Cl)C=1C(Cl)=O.[CH2:36]([O:38][C:39]1[CH:44]=[C:43]([C:45]2[CH:50]=[CH:49][CH:48]=[CH:47][CH:46]=2)[N:42]=[C:41]([NH2:51])[CH:40]=1)[CH3:37].Cl, predict the reaction product. The product is: [CH2:1]([O:3][C:4]1[CH:5]=[C:6]([C:13](=[O:21])[CH2:14][CH2:15][C:16]([NH:51][C:41]2[CH:40]=[C:39]([O:38][CH2:36][CH3:37])[CH:44]=[C:43]([C:45]3[CH:50]=[CH:49][CH:48]=[CH:47][CH:46]=3)[N:42]=2)=[O:18])[CH:7]=[CH:8][C:9]=1[O:10][CH2:11][CH3:12])[CH3:2]. (5) Given the reactants Br[CH2:2][C:3]([C:5]1[C:10]2[N:11]3[CH2:25][CH2:24][N:23]([CH3:26])[C:22](=[O:27])[C:12]3=[C:13]([O:14][CH2:15][C:16]3[CH:21]=[CH:20][CH:19]=[CH:18][CH:17]=3)[C:9]=2[C:8](=[O:28])[N:7]([CH2:29][C:30]2[CH:35]=[CH:34][C:33]([F:36])=[C:32]([Cl:37])[CH:31]=2)[N:6]=1)=[O:4].Cl.[NH2:39][NH:40][C:41]([NH2:43])=[O:42].C(N(C(C)C)CC)(C)C, predict the reaction product. The product is: [CH2:15]([O:14][C:13]1[C:9]2[C:8](=[O:28])[N:7]([CH2:29][C:30]3[CH:35]=[CH:34][C:33]([F:36])=[C:32]([Cl:37])[CH:31]=3)[N:6]=[C:5]([C:3](=[O:4])[CH2:2][NH:39][NH:40][C:41]([NH2:43])=[O:42])[C:10]=2[N:11]2[CH2:25][CH2:24][N:23]([CH3:26])[C:22](=[O:27])[C:12]=12)[C:16]1[CH:21]=[CH:20][CH:19]=[CH:18][CH:17]=1. (6) Given the reactants [C:1]1([N:7]2[C:15]([NH2:16])=[C:14]3[C:9]([CH:10]=[CH:11][CH:12]=[CH:13]3)=[N:8]2)[CH:6]=[CH:5][CH:4]=[CH:3][CH:2]=1.[C:17]1(=O)[CH2:22][CH2:21][CH2:20][CH2:19][CH2:18]1.C(O)(=O)C.C(O[BH-](OC(=O)C)OC(=O)C)(=O)C.[Na+], predict the reaction product. The product is: [CH:17]1([NH:16][C:15]2[N:7]([C:1]3[CH:2]=[CH:3][CH:4]=[CH:5][CH:6]=3)[N:8]=[C:9]3[C:14]=2[CH:13]=[CH:12][CH:11]=[CH:10]3)[CH2:22][CH2:21][CH2:20][CH2:19][CH2:18]1. (7) The product is: [CH2:29]1[CH2:53][O:52][C:31]2([CH2:36][CH2:35][C@H:34]3[C@H:37]4[C@H:47]([CH2:48][CH2:49][C@:32]23[CH3:33])[C@:45]2([CH3:46])[C@:40]([OH:51])([CH2:41][C:42](=[CH2:1])[CH2:43][CH2:44]2)[CH2:39][CH2:38]4)[O:30]1. Given the reactants [CH2:1]1COC23OCCOC2([C@]2(CC[C@H]4[C@@H](CC(=C)C5[C@]4(C)CCCC5)[C@@H]2C3)C)O1.[CH2:29]1[CH2:53][O:52][C:31]2([CH2:36][CH2:35][C@H:34]3[C@H:37]4[C@H:47]([CH2:48][CH2:49][C@:32]23[CH3:33])[C@:45]2([CH3:46])[C@:40]([OH:51])([CH2:41][C:42](=O)[CH2:43][CH2:44]2)[CH2:39][CH2:38]4)[O:30]1, predict the reaction product. (8) Given the reactants [C:1]([O:5][C:6]([NH:8][CH2:9][C:10]1[NH:11][C:12]([C:20]2[CH:29]=[CH:28][CH:27]=[C:26]3[C:21]=2[N:22]=[C:23]([NH:31][CH2:32][C:33]([F:36])([F:35])[F:34])[C:24]([CH3:30])=[N:25]3)=[CH:13][C:14]=1[C:15]([O:17]CC)=[O:16])=[O:7])([CH3:4])([CH3:3])[CH3:2], predict the reaction product. The product is: [C:1]([O:5][C:6]([NH:8][CH2:9][C:10]1[NH:11][C:12]([C:20]2[CH:29]=[CH:28][CH:27]=[C:26]3[C:21]=2[N:22]=[C:23]([NH:31][CH2:32][C:33]([F:34])([F:35])[F:36])[C:24]([CH3:30])=[N:25]3)=[CH:13][C:14]=1[C:15]([OH:17])=[O:16])=[O:7])([CH3:4])([CH3:2])[CH3:3].